From a dataset of NCI-60 drug combinations with 297,098 pairs across 59 cell lines. Regression. Given two drug SMILES strings and cell line genomic features, predict the synergy score measuring deviation from expected non-interaction effect. (1) Drug 1: C1CC(=O)NC(=O)C1N2CC3=C(C2=O)C=CC=C3N. Drug 2: CC1=C(N=C(N=C1N)C(CC(=O)N)NCC(C(=O)N)N)C(=O)NC(C(C2=CN=CN2)OC3C(C(C(C(O3)CO)O)O)OC4C(C(C(C(O4)CO)O)OC(=O)N)O)C(=O)NC(C)C(C(C)C(=O)NC(C(C)O)C(=O)NCCC5=NC(=CS5)C6=NC(=CS6)C(=O)NCCC[S+](C)C)O. Cell line: LOX IMVI. Synergy scores: CSS=6.17, Synergy_ZIP=-4.33, Synergy_Bliss=-0.271, Synergy_Loewe=-5.75, Synergy_HSA=0.783. (2) Drug 1: CCC(=C(C1=CC=CC=C1)C2=CC=C(C=C2)OCCN(C)C)C3=CC=CC=C3.C(C(=O)O)C(CC(=O)O)(C(=O)O)O. Drug 2: C(=O)(N)NO. Cell line: HOP-92. Synergy scores: CSS=2.61, Synergy_ZIP=1.80, Synergy_Bliss=6.57, Synergy_Loewe=1.84, Synergy_HSA=1.48. (3) Drug 1: C1CN(CCN1C(=O)CCBr)C(=O)CCBr. Drug 2: CS(=O)(=O)OCCCCOS(=O)(=O)C. Cell line: CAKI-1. Synergy scores: CSS=13.9, Synergy_ZIP=-5.67, Synergy_Bliss=-3.55, Synergy_Loewe=-7.83, Synergy_HSA=-4.24. (4) Drug 1: COC1=C(C=C2C(=C1)N=CN=C2NC3=CC(=C(C=C3)F)Cl)OCCCN4CCOCC4. Drug 2: CC12CCC3C(C1CCC2OP(=O)(O)O)CCC4=C3C=CC(=C4)OC(=O)N(CCCl)CCCl.[Na+]. Cell line: U251. Synergy scores: CSS=6.24, Synergy_ZIP=-5.36, Synergy_Bliss=-5.99, Synergy_Loewe=-7.57, Synergy_HSA=-3.36. (5) Drug 1: C1=CC(=C2C(=C1NCCNCCO)C(=O)C3=C(C=CC(=C3C2=O)O)O)NCCNCCO. Drug 2: CC1=CC=C(C=C1)C2=CC(=NN2C3=CC=C(C=C3)S(=O)(=O)N)C(F)(F)F. Cell line: HOP-92. Synergy scores: CSS=30.9, Synergy_ZIP=-4.22, Synergy_Bliss=-7.97, Synergy_Loewe=-8.60, Synergy_HSA=-5.78. (6) Synergy scores: CSS=12.1, Synergy_ZIP=-7.10, Synergy_Bliss=-2.49, Synergy_Loewe=-3.76, Synergy_HSA=-2.57. Drug 1: CNC(=O)C1=NC=CC(=C1)OC2=CC=C(C=C2)NC(=O)NC3=CC(=C(C=C3)Cl)C(F)(F)F. Drug 2: CCN(CC)CCCC(C)NC1=C2C=C(C=CC2=NC3=C1C=CC(=C3)Cl)OC. Cell line: EKVX.